This data is from Peptide-MHC class II binding affinity with 134,281 pairs from IEDB. The task is: Regression. Given a peptide amino acid sequence and an MHC pseudo amino acid sequence, predict their binding affinity value. This is MHC class II binding data. (1) The peptide sequence is SLKNTISKDNNML. The MHC is HLA-DPA10301-DPB10402 with pseudo-sequence HLA-DPA10301-DPB10402. The binding affinity (normalized) is 0.0843. (2) The peptide sequence is SQDLELSWNLNGLQAQ. The MHC is HLA-DQA10101-DQB10501 with pseudo-sequence HLA-DQA10101-DQB10501. The binding affinity (normalized) is 0.620.